The task is: Predict the reactants needed to synthesize the given product.. This data is from Full USPTO retrosynthesis dataset with 1.9M reactions from patents (1976-2016). (1) Given the product [ClH:17].[Br:16][C:14]1[CH:13]=[CH:12][C:11]([Cl:17])=[C:10]([CH2:9][NH2:6])[CH:15]=1, predict the reactants needed to synthesize it. The reactants are: C1COCC1.[N:6]([CH2:9][C:10]1[CH:15]=[C:14]([Br:16])[CH:13]=[CH:12][C:11]=1[Cl:17])=[N+]=[N-].C1(P(C2C=CC=CC=2)C2C=CC=CC=2)C=CC=CC=1. (2) Given the product [CH3:30][C:29]1[CH:28]=[CH:27][N:26]=[CH:25][C:24]=1[N:3]1[C@H:4]2[CH2:22][CH2:21][CH2:20][CH2:19][C@@H:5]2[N:6]([C:7]2[CH:14]=[CH:13][C:10]([C:11]#[N:12])=[C:9]([C:15]([F:18])([F:16])[F:17])[CH:8]=2)[C:2]1=[O:1], predict the reactants needed to synthesize it. The reactants are: [O:1]=[C:2]1[N:6]([C:7]2[CH:14]=[CH:13][C:10]([C:11]#[N:12])=[C:9]([C:15]([F:18])([F:17])[F:16])[CH:8]=2)[C@H:5]2[CH2:19][CH2:20][CH2:21][CH2:22][C@@H:4]2[NH:3]1.Br[C:24]1[CH:25]=[N:26][CH:27]=[CH:28][C:29]=1[CH3:30].